Task: Predict the reactants needed to synthesize the given product.. Dataset: Full USPTO retrosynthesis dataset with 1.9M reactions from patents (1976-2016) (1) The reactants are: [C:1]([O:5][C:6](=[O:14])[CH2:7]P(OC)(OC)=O)([CH3:4])([CH3:3])[CH3:2].C([Li])CCC.CCCCCC.[Br:26][C:27]1[CH:28]=[C:29]([C:33](=O)[CH3:34])[CH:30]=[CH:31][CH:32]=1. Given the product [Br:26][C:27]1[CH:28]=[C:29](/[C:33](/[CH3:34])=[CH:7]/[C:6]([O:5][C:1]([CH3:4])([CH3:3])[CH3:2])=[O:14])[CH:30]=[CH:31][CH:32]=1, predict the reactants needed to synthesize it. (2) Given the product [Cl:22][C:11]1[C:10]2[C:15](=[CH:16][C:17]([O:18][CH3:19])=[C:8]([O:7][CH3:6])[CH:9]=2)[N:14]=[N:13][CH:12]=1, predict the reactants needed to synthesize it. The reactants are: P(Cl)(Cl)(Cl)=O.[CH3:6][O:7][C:8]1[CH:9]=[C:10]2[C:15](=[CH:16][C:17]=1[O:18][CH3:19])[N:14]=[N:13][CH:12]=[C:11]2O.P(Cl)(Cl)(Cl)(Cl)[Cl:22].CC([O-])=O.[Na+]. (3) Given the product [N:1]1([CH2:10][C:11]([NH:51][C:48]2[S:49][CH:50]=[C:46]([C:41]3[CH:42]=[C:43]([Cl:45])[CH:44]=[C:39]([Cl:38])[C:40]=3[O:52][CH3:53])[N:47]=2)=[O:13])[C:5]2[CH:6]=[CH:7][CH:8]=[CH:9][C:4]=2[N:3]=[CH:2]1, predict the reactants needed to synthesize it. The reactants are: [N:1]1([CH2:10][C:11]([OH:13])=O)[C:5]2[CH:6]=[CH:7][CH:8]=[CH:9][C:4]=2[N:3]=[CH:2]1.C(N(CC)CC)C.C1(P(N=[N+]=[N-])(C2C=CC=CC=2)=O)C=CC=CC=1.[Cl:38][C:39]1[C:40]([O:52][CH3:53])=[C:41]([C:46]2[N:47]=[C:48]([NH2:51])[S:49][CH:50]=2)[CH:42]=[C:43]([Cl:45])[CH:44]=1. (4) Given the product [Cl:12][C:10]1[CH:11]=[C:2]([NH:1][CH2:29][C:28]2[NH:27][N:26]=[N:25][N:24]=2)[CH:3]=[C:4]2[C:9]=1[N:8]=[CH:7][C:6]([C:13]#[N:14])=[C:5]2[NH:15][C:16]1[CH:21]=[CH:20][C:19]([F:22])=[C:18]([Cl:23])[CH:17]=1, predict the reactants needed to synthesize it. The reactants are: [NH2:1][C:2]1[CH:3]=[C:4]2[C:9](=[C:10]([Cl:12])[CH:11]=1)[N:8]=[CH:7][C:6]([C:13]#[N:14])=[C:5]2[NH:15][C:16]1[CH:21]=[CH:20][C:19]([F:22])=[C:18]([Cl:23])[CH:17]=1.[NH:24]1[C:28]([CH:29]=O)=[N:27][N:26]=[N:25]1.[BH3-]C#N.[Na+]. (5) Given the product [Cl:1][C:2]1[C:10]([O:11][CH2:49][C:45]2[CH:44]=[N:43][CH:48]=[CH:47][CH:46]=2)=[CH:9][C:8]([C:12]2[N:13]([C:28]([O:30][C:31]([CH3:32])([CH3:34])[CH3:33])=[O:29])[C:14]3[C:19]([CH:20]=2)=[CH:18][C:17]([CH2:21][N:22]2[CH2:27][CH2:26][CH2:25][CH2:24][CH2:23]2)=[CH:16][CH:15]=3)=[C:7]2[C:3]=1[CH2:4][NH:5][C:6]2=[O:35], predict the reactants needed to synthesize it. The reactants are: [Cl:1][C:2]1[C:10]([OH:11])=[CH:9][C:8]([C:12]2[N:13]([C:28]([O:30][C:31]([CH3:34])([CH3:33])[CH3:32])=[O:29])[C:14]3[C:19]([CH:20]=2)=[CH:18][C:17]([CH2:21][N:22]2[CH2:27][CH2:26][CH2:25][CH2:24][CH2:23]2)=[CH:16][CH:15]=3)=[C:7]2[C:3]=1[CH2:4][NH:5][C:6]2=[O:35].C(=O)([O-])[O-].[Cs+].[Cs+].Cl.[N:43]1[CH:48]=[CH:47][CH:46]=[C:45]([CH2:49]Cl)[CH:44]=1.O. (6) Given the product [CH3:13][O:12][C:10](=[O:11])[C:9]1[CH:14]=[CH:15][CH:16]=[C:7]([CH2:6][N:1]=[N+:2]=[N-:3])[CH:8]=1, predict the reactants needed to synthesize it. The reactants are: [N-:1]=[N+:2]=[N-:3].[Na+].Br[CH2:6][C:7]1[CH:8]=[C:9]([CH:14]=[CH:15][CH:16]=1)[C:10]([O:12][CH3:13])=[O:11]. (7) Given the product [NH:1]([C:21]([O:23][CH2:24][C:25]1[CH:26]=[CH:27][CH:28]=[CH:29][CH:30]=1)=[O:22])[C@@H:2]([C:18]([OH:20])=[O:19])[CH2:3][CH2:4][CH2:5][CH2:6][NH2:7], predict the reactants needed to synthesize it. The reactants are: [NH:1]([C:21]([O:23][CH2:24][C:25]1[CH:30]=[CH:29][CH:28]=[CH:27][CH:26]=1)=[O:22])[C@@H:2]([C:18]([OH:20])=[O:19])[CH2:3][CH2:4][CH2:5][CH2:6][NH:7]C(OCC1C=CC=CC=1)=O.C1(NC2CCCCC2)CCCCC1.CCCCCC. (8) Given the product [NH2:7][CH:8]1[CH2:9][CH2:10][N:11]([CH2:14][CH2:15][N:16]2[C:25]3[C:20](=[CH:21][CH:22]=[C:23]([Cl:26])[N:24]=3)[CH:19]=[CH:18][C:17]2=[O:27])[CH2:12][CH2:13]1, predict the reactants needed to synthesize it. The reactants are: C(OC(=O)[NH:7][CH:8]1[CH2:13][CH2:12][N:11]([CH2:14][CH2:15][N:16]2[C:25]3[C:20](=[CH:21][CH:22]=[C:23]([Cl:26])[N:24]=3)[CH:19]=[CH:18][C:17]2=[O:27])[CH2:10][CH2:9]1)(C)(C)C.FC(F)(F)C(O)=O.NC1CCN(CCN2C3C=C(OC)C=CC=3COC2=O)CC1.